Dataset: Forward reaction prediction with 1.9M reactions from USPTO patents (1976-2016). Task: Predict the product of the given reaction. (1) Given the reactants [NH2:1][C:2]1[CH:3]=[C:4]([CH:16]=[CH:17][C:18]=1[S:19][C:20]1[CH:25]=[CH:24][C:23]([OH:26])=[CH:22][CH:21]=1)[C:5]([NH:7][CH2:8][C:9]1[CH:14]=[CH:13][CH:12]=[CH:11][C:10]=1[Br:15])=[O:6].C([C:29]1[C:30]([N:35]=[CH:36][N:37]([CH3:39])C)=[N:31][CH:32]=[CH:33][CH:34]=1)#N.C(C1C=CC2C(NC3C=C(C=CC=3SC3C=CC(OC)=CC=3)C(NC3C=CC=C(C(F)(F)F)C=3)=O)=NC=NC=2N=1)(C)C.NC1C=C(C=CC=1SC1C=CC(O)=CC=1)C(NC1C=CC(Br)=CC=1)=O, predict the reaction product. The product is: [Br:15][C:10]1[CH:11]=[CH:12][CH:13]=[CH:14][C:9]=1[CH2:8][NH:7][C:5](=[O:6])[C:4]1[CH:16]=[CH:17][C:18]([S:19][C:20]2[CH:21]=[CH:22][C:23]([OH:26])=[CH:24][CH:25]=2)=[C:2]([NH:1][C:39]2[C:29]3[CH:34]=[CH:33][CH:32]=[N:31][C:30]=3[N:35]=[CH:36][N:37]=2)[CH:3]=1. (2) Given the reactants [CH2:1]([O:8][N:9]1[C:14]2[N:15]=[CH:16][N:17]=[C:18]([CH3:19])[C:13]=2[C:12]([NH:20][CH2:21][C:22]2[CH:23]=[CH:24][C:25]([NH:28]C(=O)OC(C)(C)C)=[N:26][CH:27]=2)=[CH:11][C:10]1=[O:36])[C:2]1[CH:7]=[CH:6][CH:5]=[CH:4][CH:3]=1.C(Cl)Cl.FC(F)(F)C(O)=O.[OH-].[Na+], predict the reaction product. The product is: [NH2:28][C:25]1[N:26]=[CH:27][C:22]([CH2:21][NH:20][C:12]2[C:13]3[C:18]([CH3:19])=[N:17][CH:16]=[N:15][C:14]=3[N:9]([O:8][CH2:1][C:2]3[CH:3]=[CH:4][CH:5]=[CH:6][CH:7]=3)[C:10](=[O:36])[CH:11]=2)=[CH:23][CH:24]=1. (3) The product is: [NH2:52][C:49]1[CH:50]=[CH:51][C:46]([C:6]2[C:7]([C:9]3[CH:14]=[CH:13][N:12]=[C:11]4[N:15]([S:37]([C:40]5[CH:41]=[CH:42][CH:43]=[CH:44][CH:45]=5)(=[O:38])=[O:39])[C:16]([C:18]5[CH:23]=[N:22][C:21]([N:24]6[CH2:25][CH2:26][N:27]([C:30]([O:32][C:33]([CH3:36])([CH3:35])[CH3:34])=[O:31])[CH2:28][CH2:29]6)=[N:20][CH:19]=5)=[CH:17][C:10]=34)=[CH:8][N:4]([CH3:3])[N:5]=2)=[CH:47][CH:48]=1. Given the reactants [Cl-].[NH4+].[CH3:3][N:4]1[CH:8]=[C:7]([C:9]2[CH:14]=[CH:13][N:12]=[C:11]3[N:15]([S:37]([C:40]4[CH:45]=[CH:44][CH:43]=[CH:42][CH:41]=4)(=[O:39])=[O:38])[C:16]([C:18]4[CH:19]=[N:20][C:21]([N:24]5[CH2:29][CH2:28][N:27]([C:30]([O:32][C:33]([CH3:36])([CH3:35])[CH3:34])=[O:31])[CH2:26][CH2:25]5)=[N:22][CH:23]=4)=[CH:17][C:10]=23)[C:6]([C:46]2[CH:51]=[CH:50][C:49]([N+:52]([O-])=O)=[CH:48][CH:47]=2)=[N:5]1, predict the reaction product. (4) Given the reactants NC1C=C2C(=CC=1)N=CC=C2.[OH:12][N:13]=[CH:14][C:15]([NH:17][C:18]1[CH:19]=[C:20]2[C:25](=[CH:26][CH:27]=1)[N:24]=[CH:23][CH:22]=[CH:21]2)=[O:16].S(=O)(=O)(O)[OH:29], predict the reaction product. The product is: [OH:12][N:13]=[CH:14][C:15]([NH:17][C:18]1[CH:19]=[C:20]2[C:25](=[CH:26][CH:27]=1)[N:24]=[CH:23][CH:22]=[CH:21]2)=[O:16].[C:14]1(=[O:29])[C:19]2=[C:20]3[C:25](=[CH:26][CH:27]=[C:18]2[NH:17][C:15]1=[O:16])[N:24]=[CH:23][CH:22]=[CH:21]3. (5) Given the reactants [CH2:1]([NH:3][C:4]1[CH:9]=[C:8]([O:10][CH3:11])[C:7]([O:12][CH3:13])=[CH:6][C:5]=1[CH:14]1[CH2:23][CH2:22][C:21]2[CH:20]=[C:19]([O:24]C(=O)C(C)(C)C)[CH:18]=[CH:17][C:16]=2[CH2:15]1)[CH3:2].C(O[C:36]([N:38]1[CH2:43][CH2:42][CH:41]([C:44]2[CH:49]=[CH:48][C:47]([C:50](O)=O)=[CH:46][CH:45]=2)[CH2:40][CH2:39]1)=O)(C)(C)C, predict the reaction product. The product is: [CH2:1]([N:3]([CH2:50][C:47]1[CH:46]=[CH:45][C:44]([CH:41]2[CH2:40][CH2:39][N:38]([CH3:36])[CH2:43][CH2:42]2)=[CH:49][CH:48]=1)[C:4]1[CH:9]=[C:8]([O:10][CH3:11])[C:7]([O:12][CH3:13])=[CH:6][C:5]=1[CH:14]1[CH2:23][CH2:22][C:21]2[CH:20]=[C:19]([OH:24])[CH:18]=[CH:17][C:16]=2[CH2:15]1)[CH3:2]. (6) Given the reactants C([Mg]Cl)(C)(C)C.[Cl:7][C:8]1[CH:18]=[CH:17][CH:16]=[C:15]([Si:19]([CH3:22])([CH3:21])[CH3:20])[C:9]=1[C:10]([NH:12][CH2:13][CH3:14])=[O:11].[CH3:23][O:24][CH2:25]Cl, predict the reaction product. The product is: [Cl:7][C:8]1[CH:18]=[CH:17][CH:16]=[C:15]([Si:19]([CH3:21])([CH3:20])[CH3:22])[C:9]=1[C:10]([N:12]([CH2:13][CH3:14])[CH2:23][O:24][CH3:25])=[O:11]. (7) Given the reactants I[CH2:2][C@@H:3]([CH3:16])[CH2:4][N:5]1[C:10]2[CH:11]=[CH:12][CH:13]=[CH:14][C:9]=2[O:8][CH2:7][C:6]1=[O:15].[Cl-].[CH2:18]([O:20][N:21]=[C:22]1[CH2:28][CH:27]2[NH2+:29][CH:24]([CH2:25][CH2:26]2)[CH2:23]1)[CH3:19].C([O-])([O-])=O.[K+].[K+].O, predict the reaction product. The product is: [CH2:18]([O:20][N:21]=[C:22]1[CH2:28][CH:27]2[N:29]([CH2:2][C@@H:3]([CH3:16])[CH2:4][N:5]3[C:10]4[CH:11]=[CH:12][CH:13]=[CH:14][C:9]=4[O:8][CH2:7][C:6]3=[O:15])[CH:24]([CH2:25][CH2:26]2)[CH2:23]1)[CH3:19]. (8) Given the reactants [NH2:1][C:2]1[CH:14]=[C:13]([C:15]2[CH:20]=[CH:19][C:18]([NH:21][S:22]([CH3:25])(=[O:24])=[O:23])=[CH:17][CH:16]=2)[CH:12]=[CH:11][C:3]=1[C:4]([O:6][C:7]([CH3:10])([CH3:9])[CH3:8])=[O:5].C(=O)([O-])[O-].[Cs+].[Cs+].Br[C:33]1[CH:34]=[CH:35][C:36]2[S:40][CH:39]=[CH:38][C:37]=2[CH:41]=1.C1(P(C2CCCCC2)C2C=CC=CC=2C2C(C(C)C)=CC(C(C)C)=CC=2C(C)C)CCCCC1.C(O)(=O)CC(CC(O)=O)(C(O)=O)O, predict the reaction product. The product is: [S:40]1[C:36]2[CH:35]=[CH:34][C:33]([NH:1][C:2]3[CH:14]=[C:13]([C:15]4[CH:20]=[CH:19][C:18]([NH:21][S:22]([CH3:25])(=[O:24])=[O:23])=[CH:17][CH:16]=4)[CH:12]=[CH:11][C:3]=3[C:4]([O:6][C:7]([CH3:10])([CH3:9])[CH3:8])=[O:5])=[CH:41][C:37]=2[CH:38]=[CH:39]1. (9) Given the reactants [Br:1][C:2]1[CH:7]=[C:6]([F:8])[CH:5]=[CH:4][C:3]=1[CH:9]1[C:14]([C:15]([O:17][CH2:18][CH3:19])=[O:16])=[C:13]([CH3:20])[NH:12][C:11]([C:21]2[S:22][C:23]([C:26]([F:29])([F:28])[F:27])=[CH:24][N:25]=2)=[N:10]1.C1C(=O)N([Br:37])C(=O)C1, predict the reaction product. The product is: [Br:1][C:2]1[CH:7]=[C:6]([F:8])[CH:5]=[CH:4][C:3]=1[CH:9]1[C:14]([C:15]([O:17][CH2:18][CH3:19])=[O:16])=[C:13]([CH2:20][Br:37])[NH:12][C:11]([C:21]2[S:22][C:23]([C:26]([F:29])([F:28])[F:27])=[CH:24][N:25]=2)=[N:10]1. (10) Given the reactants [CH3:1][O:2][C:3]([C:5]1[N:6]([CH3:28])[C:7]2[C:12]([CH:13]=1)=[C:11]([Cl:14])[C:10]([O:15][C:16]1[CH:21]=[CH:20][C:19]([O:22]C)=[C:18]([CH:24]([CH3:26])[CH3:25])[CH:17]=1)=[C:9]([Cl:27])[CH:8]=2)=[O:4].B(Br)(Br)Br, predict the reaction product. The product is: [CH3:1][O:2][C:3]([C:5]1[N:6]([CH3:28])[C:7]2[C:12]([CH:13]=1)=[C:11]([Cl:14])[C:10]([O:15][C:16]1[CH:21]=[CH:20][C:19]([OH:22])=[C:18]([CH:24]([CH3:25])[CH3:26])[CH:17]=1)=[C:9]([Cl:27])[CH:8]=2)=[O:4].